From a dataset of Reaction yield outcomes from USPTO patents with 853,638 reactions. Predict the reaction yield, written as a fraction of the theoretical maximum amount of product (1.0 means a 100% yield; for example, 0.34 means a 34% yield). (1) The reactants are [CH2:1]([C@H:8]([NH:39]C(=O)OC(C)(C)C)[C@@H:9]([OH:38])[CH2:10][C@@H:11]([NH:25][C:26](=[O:37])[C@@H:27]([NH:32][C:33]([O:35][CH3:36])=[O:34])[C:28]([CH3:31])([CH3:30])[CH3:29])[CH2:12][C:13]1[CH:18]=[CH:17][C:16]([C:19]2[CH:24]=[CH:23][CH:22]=[CH:21][N:20]=2)=[CH:15][CH:14]=1)[C:2]1[CH:7]=[CH:6][CH:5]=[CH:4][CH:3]=1.C(O)(C(F)(F)F)=O.C(Cl)Cl. No catalyst specified. The product is [NH2:39][C@@H:8]([CH2:1][C:2]1[CH:3]=[CH:4][CH:5]=[CH:6][CH:7]=1)[C@@H:9]([OH:38])[CH2:10][C@@H:11]([NH:25][C:26](=[O:37])[C@@H:27]([NH:32][C:33](=[O:34])[O:35][CH3:36])[C:28]([CH3:30])([CH3:31])[CH3:29])[CH2:12][C:13]1[CH:18]=[CH:17][C:16]([C:19]2[CH:24]=[CH:23][CH:22]=[CH:21][N:20]=2)=[CH:15][CH:14]=1. The yield is 0.903. (2) The reactants are Br[CH2:2][C:3]([C:5]1[C:10]([CH3:11])=[CH:9][C:8]([O:12][CH:13]([CH3:15])[CH3:14])=[CH:7][C:6]=1[CH3:16])=O.[NH2:17][C:18]([NH2:20])=[S:19]. The catalyst is CCO. The product is [CH:13]([O:12][C:8]1[CH:9]=[C:10]([CH3:11])[C:5]([C:3]2[N:17]=[C:18]([NH2:20])[S:19][CH:2]=2)=[C:6]([CH3:16])[CH:7]=1)([CH3:15])[CH3:14]. The yield is 0.722. (3) The reactants are O.[O:2]=[CH:3][C@@H:4]([C@H:6]([C@@H:8]([C@@H:10]([CH2:12][OH:13])[OH:11])[OH:9])[OH:7])[OH:5].[C:14]([O-:26])(=[O:25])[CH2:15][C:16]([CH2:21][C:22]([O-:24])=[O:23])([C:18]([O-:20])=[O:19])[OH:17].[NH4+:27].[NH4+].[NH4+]. No catalyst specified. The product is [C:14]([O-:26])(=[O:25])[CH2:15][C:16]([CH2:21][C:22]([O-:24])=[O:23])([C:18]([O-:20])=[O:19])[OH:17].[NH4+:27].[NH4+:27].[NH4+:27].[O:2]=[CH:3][C@@H:4]([C@H:6]([C@@H:8]([C@@H:10]([CH2:12][OH:13])[OH:11])[OH:9])[OH:7])[OH:5]. The yield is 0.0800. (4) The reactants are [CH3:1][S:2]([NH:5][NH2:6])(=[O:4])=[O:3].CCN(C(C)C)C(C)C.C[O:17][C:18](=O)[C:19]1[CH:24]=[C:23]([C:25]2[N:26]([CH3:30])[CH:27]=[CH:28][CH:29]=2)[C:22]([C:31]([F:34])([F:33])[F:32])=[CH:21][C:20]=1[NH:35][C:36](OC1C=CC(Cl)=CC=1)=[O:37]. The catalyst is O1CCOCC1. The product is [CH3:30][N:26]1[CH:27]=[CH:28][CH:29]=[C:25]1[C:23]1[CH:24]=[C:19]2[C:20](=[CH:21][C:22]=1[C:31]([F:32])([F:33])[F:34])[NH:35][C:36](=[O:37])[N:6]([NH:5][S:2]([CH3:1])(=[O:4])=[O:3])[C:18]2=[O:17]. The yield is 0.800. (5) The reactants are [CH3:1][O:2][C:3](=[O:33])[CH2:4][CH2:5][C:6]([C:11]1[CH:20]=[CH:19][C:18]2[C:13](=[CH:14][CH:15]=[C:16]([O:22][C@H:23]3[CH2:28][CH2:27][C@H:26]([C:29]([F:32])([F:31])[F:30])[CH2:25][CH2:24]3)[C:17]=2[I:21])[CH:12]=1)([N+:8]([O-:10])=[O:9])[CH3:7].[N+](C(C1C=CC2C(=CC=C(O[C@H]3CC[C@@H](C(F)(F)F)CC3)C=2)C=1)(C)CCC(O)=O)([O-])=O. No catalyst specified. The product is [CH3:1][O:2][C:3](=[O:33])[CH2:4][CH2:5][C:6]([C:11]1[CH:20]=[CH:19][C:18]2[C:13](=[CH:14][CH:15]=[C:16]([O:22][C@H:23]3[CH2:28][CH2:27][C@@H:26]([C:29]([F:32])([F:30])[F:31])[CH2:25][CH2:24]3)[C:17]=2[I:21])[CH:12]=1)([N+:8]([O-:10])=[O:9])[CH3:7]. The yield is 0.510.